This data is from Full USPTO retrosynthesis dataset with 1.9M reactions from patents (1976-2016). The task is: Predict the reactants needed to synthesize the given product. (1) Given the product [CH3:1][C:2]1[N:3]([CH2:25][C:26]([OH:28])=[O:27])[C:4]([CH3:24])=[CH:5][C:6]=1[C:7](=[O:23])[C:8]1[CH:13]=[CH:12][CH:11]=[CH:10][C:9]=1[S:14]([N:17]1[CH2:22][CH2:21][O:20][CH2:19][CH2:18]1)(=[O:16])=[O:15], predict the reactants needed to synthesize it. The reactants are: [CH3:1][C:2]1[N:3]([CH2:25][C:26]([O:28]CC)=[O:27])[C:4]([CH3:24])=[CH:5][C:6]=1[C:7](=[O:23])[C:8]1[CH:13]=[CH:12][CH:11]=[CH:10][C:9]=1[S:14]([N:17]1[CH2:22][CH2:21][O:20][CH2:19][CH2:18]1)(=[O:16])=[O:15].[OH-].[Na+]. (2) Given the product [OH:5][CH2:6][C:7]1[CH:8]=[C:9]([CH:14]=[C:15]([CH3:17])[CH:16]=1)[C:10]([NH:19][CH3:18])=[O:11], predict the reactants needed to synthesize it. The reactants are: C[Al](C)C.[OH:5][CH2:6][C:7]1[CH:8]=[C:9]([CH:14]=[C:15]([CH3:17])[CH:16]=1)[C:10](OC)=[O:11].[CH3:18][NH2:19]. (3) Given the product [CH3:27][C:15]([C:21]1[CH:22]=[CH:23][CH:24]=[CH:25][CH:26]=1)([CH2:14][CH2:13][CH2:12][CH2:11][C:10](=[O:28])[CH2:9][CH2:8][CH2:7][CH2:6][C:5]([CH3:35])([C:29]1[CH:30]=[CH:31][CH:32]=[CH:33][CH:34]=1)[C:4]([OH:36])=[O:3])[C:16]([OH:18])=[O:17], predict the reactants needed to synthesize it. The reactants are: C([O:3][C:4](=[O:36])[C:5]([CH3:35])([C:29]1[CH:34]=[CH:33][CH:32]=[CH:31][CH:30]=1)[CH2:6][CH2:7][CH2:8][CH2:9][C:10](=[O:28])[CH2:11][CH2:12][CH2:13][CH2:14][C:15]([CH3:27])([C:21]1[CH:26]=[CH:25][CH:24]=[CH:23][CH:22]=1)[C:16]([O:18]CC)=[O:17])C.[OH-].[K+].